This data is from Merck oncology drug combination screen with 23,052 pairs across 39 cell lines. The task is: Regression. Given two drug SMILES strings and cell line genomic features, predict the synergy score measuring deviation from expected non-interaction effect. Drug 1: Cn1nnc2c(C(N)=O)ncn2c1=O. Drug 2: O=C(NOCC(O)CO)c1ccc(F)c(F)c1Nc1ccc(I)cc1F. Cell line: CAOV3. Synergy scores: synergy=-16.9.